Dataset: Full USPTO retrosynthesis dataset with 1.9M reactions from patents (1976-2016). Task: Predict the reactants needed to synthesize the given product. Given the product [Br:25][CH2:10][C:9](=[O:13])[C@@H:8]([NH:7][C:6](=[O:24])[O:5][C:1]([CH3:4])([CH3:3])[CH3:2])[CH2:14][C:15]1[CH:20]=[CH:19][C:18]([N+:21]([O-:23])=[O:22])=[CH:17][CH:16]=1, predict the reactants needed to synthesize it. The reactants are: [C:1]([O:5][C:6](=[O:24])[NH:7][C@@H:8]([CH2:14][C:15]1[CH:20]=[CH:19][C:18]([N+:21]([O-:23])=[O:22])=[CH:17][CH:16]=1)[C:9](=[O:13])[CH:10]=[N+]=[N-])([CH3:4])([CH3:3])[CH3:2].[BrH:25].